From a dataset of Full USPTO retrosynthesis dataset with 1.9M reactions from patents (1976-2016). Predict the reactants needed to synthesize the given product. (1) Given the product [C:1]([O:5][C:6](=[O:27])[NH:7][C@H:8]([C:10]1[N:19]([CH:20]2[CH2:23][CH:22]([C:24]#[N:25])[CH2:21]2)[C:13]2[CH:14]=[C:15]([F:18])[CH:16]=[CH:17][C:12]=2[N:11]=1)[CH3:9])([CH3:4])([CH3:3])[CH3:2], predict the reactants needed to synthesize it. The reactants are: [C:1]([O:5][C:6](=[O:27])[NH:7][C@H:8]([C:10](=O)[NH:11][C:12]1[CH:17]=[CH:16][C:15]([F:18])=[CH:14][C:13]=1[NH:19][CH:20]1[CH2:23][CH:22]([C:24]#[N:25])[CH2:21]1)[CH3:9])([CH3:4])([CH3:3])[CH3:2]. (2) Given the product [C:17]([O:21][C:22]([NH:10][NH:9][C:4]1[CH:5]=[CH:6][CH:7]=[CH:8][C:3]=1[Cl:2])=[O:23])([CH3:20])([CH3:19])[CH3:18], predict the reactants needed to synthesize it. The reactants are: Cl.[Cl:2][C:3]1[CH:8]=[CH:7][CH:6]=[CH:5][C:4]=1[NH:9][NH2:10].C([O-])([O-])=O.[K+].[K+].[C:17]([O:21][C:22](O[C:22]([O:21][C:17]([CH3:20])([CH3:19])[CH3:18])=[O:23])=[O:23])([CH3:20])([CH3:19])[CH3:18]. (3) Given the product [F:22][C:20]([F:21])([F:23])[C:18]1[CH:17]=[C:16]([C@H:24]2[O:28][C:27](=[O:29])[N:26]([CH2:30][C:31]3[C:36]([C:37]4[C:38]([O:46][CH3:47])=[N:39][CH:40]=[C:41]([CH:43]([CH3:45])[CH3:44])[CH:42]=4)=[CH:35][N:34]=[C:33]([N:1]4[CH2:6][CH2:5][O:4][CH2:3][CH2:2]4)[N:32]=3)[C@H:25]2[CH3:52])[CH:15]=[C:14]([C:13]([F:12])([F:54])[F:53])[CH:19]=1, predict the reactants needed to synthesize it. The reactants are: [NH:1]1[CH2:6][CH2:5][O:4][CH2:3][CH2:2]1.C1COCC1.[F:12][C:13]([F:54])([F:53])[C:14]1[CH:15]=[C:16]([C@H:24]2[O:28][C:27](=[O:29])[N:26]([CH2:30][C:31]3[C:36]([C:37]4[C:38]([O:46][CH3:47])=[N:39][CH:40]=[C:41]([CH:43]([CH3:45])[CH3:44])[CH:42]=4)=[CH:35][N:34]=[C:33](S(C)(=O)=O)[N:32]=3)[C@H:25]2[CH3:52])[CH:17]=[C:18]([C:20]([F:23])([F:22])[F:21])[CH:19]=1.C(#N)C.O. (4) Given the product [N:11]([N:4]1[CH2:5][CH2:6][S:1][C:2]2[CH:10]=[CH:9][CH:8]=[CH:7][C:3]1=2)=[O:12], predict the reactants needed to synthesize it. The reactants are: [S:1]1[CH2:6][CH2:5][NH:4][C:3]2[CH:7]=[CH:8][CH:9]=[CH:10][C:2]1=2.[N:11]([O-])=[O:12].[Na+]. (5) Given the product [N:34]1([CH2:33][CH2:32][O:31][C:27]2[CH:28]=[C:29]3[C:24](=[CH:25][CH:26]=2)[NH:23][C:22]([C:10]2[C:11]4[C:16](=[CH:15][CH:14]=[C:13]([O:17][P:18]([CH3:20])(=[O:19])[OH:57])[CH:12]=4)[NH:8][N:9]=2)=[CH:30]3)[CH2:39][CH2:38][NH:37][CH2:36][CH2:35]1, predict the reactants needed to synthesize it. The reactants are: C(OC([N:8]1[C:16]2[C:11](=[CH:12][C:13]([O:17][PH:18]([CH2:20]O)=[O:19])=[CH:14][CH:15]=2)[C:10]([C:22]2[N:23](C(OC(C)(C)C)=O)[C:24]3[C:29]([CH:30]=2)=[CH:28][C:27]([O:31][CH2:32][CH2:33][N:34]2[CH2:39][CH2:38][N:37](C(OC(C)(C)C)=O)[CH2:36][CH2:35]2)=[CH:26][CH:25]=3)=[N:9]1)=O)(C)(C)C.FC(F)(F)C(O)=[O:57]. (6) Given the product [C:1]([O:5][C:6]([C@@H:8]([CH2:12][C:13]1[CH:18]=[CH:17][C:16]([C:19]([F:20])([F:21])[F:22])=[CH:15][CH:14]=1)[C:9]([OH:11])=[O:10])=[O:7])([CH3:4])([CH3:2])[CH3:3], predict the reactants needed to synthesize it. The reactants are: [C:1]([O:5][C:6]([CH:8]([CH2:12][C:13]1[CH:18]=[CH:17][C:16]([C:19]([F:22])([F:21])[F:20])=[CH:15][CH:14]=1)[C:9]([O-:11])=[O:10])=[O:7])([CH3:4])([CH3:3])[CH3:2].[Li+].[OH-].Cl. (7) Given the product [CH3:6][O:7][C:8](=[O:19])[C:9]1[CH:10]=[CH:11][C:12]([O:15][CH2:16][CH2:17][NH:18][S:2]([CH3:1])(=[O:4])=[O:3])=[CH:13][CH:14]=1, predict the reactants needed to synthesize it. The reactants are: [CH3:1][S:2](Cl)(=[O:4])=[O:3].[CH3:6][O:7][C:8](=[O:19])[C:9]1[CH:14]=[CH:13][C:12]([O:15][CH2:16][CH2:17][NH2:18])=[CH:11][CH:10]=1.N1C=CC=CC=1.CCOC(C)=O.